Predict the product of the given reaction. From a dataset of Forward reaction prediction with 1.9M reactions from USPTO patents (1976-2016). Given the reactants O=[C:2]1[CH2:7][O:6][C@H:5]([C:8]2[CH:13]=[C:12]([F:14])[C:11]([F:15])=[CH:10][C:9]=2[F:16])[C@@H:4]([NH:17]C(=O)OC(C)(C)C)[CH2:3]1.[F:25][C:26]([F:38])([F:37])[C:27]1[N:28]=[CH:29][C:30]2[CH2:36][CH2:35][NH:34][CH2:33][C:31]=2[N:32]=1.[B][B][B][B][B][B][B][B][B][B].[ClH:49], predict the reaction product. The product is: [ClH:49].[ClH:49].[F:38][C:26]([F:25])([F:37])[C:27]1[N:28]=[CH:29][C:30]2[CH2:36][CH2:35][N:34]([C@H:2]3[CH2:7][O:6][C@H:5]([C:8]4[CH:13]=[C:12]([F:14])[C:11]([F:15])=[CH:10][C:9]=4[F:16])[C@@H:4]([NH2:17])[CH2:3]3)[CH2:33][C:31]=2[N:32]=1.